From a dataset of NCI-60 drug combinations with 297,098 pairs across 59 cell lines. Regression. Given two drug SMILES strings and cell line genomic features, predict the synergy score measuring deviation from expected non-interaction effect. (1) Drug 1: CC1=C(C=C(C=C1)NC(=O)C2=CC=C(C=C2)CN3CCN(CC3)C)NC4=NC=CC(=N4)C5=CN=CC=C5. Drug 2: CC1=C2C(C(=O)C3(C(CC4C(C3C(C(C2(C)C)(CC1OC(=O)C(C(C5=CC=CC=C5)NC(=O)C6=CC=CC=C6)O)O)OC(=O)C7=CC=CC=C7)(CO4)OC(=O)C)O)C)OC(=O)C. Cell line: NCI/ADR-RES. Synergy scores: CSS=-2.02, Synergy_ZIP=2.29, Synergy_Bliss=3.13, Synergy_Loewe=0.193, Synergy_HSA=-0.537. (2) Drug 1: C1CC(=O)NC(=O)C1N2C(=O)C3=CC=CC=C3C2=O. Drug 2: CC1=C(C(=O)C2=C(C1=O)N3CC4C(C3(C2COC(=O)N)OC)N4)N. Cell line: TK-10. Synergy scores: CSS=15.0, Synergy_ZIP=-5.77, Synergy_Bliss=-3.75, Synergy_Loewe=-38.1, Synergy_HSA=-4.45. (3) Drug 1: CC1=CC2C(CCC3(C2CCC3(C(=O)C)OC(=O)C)C)C4(C1=CC(=O)CC4)C. Drug 2: CC(C1=C(C=CC(=C1Cl)F)Cl)OC2=C(N=CC(=C2)C3=CN(N=C3)C4CCNCC4)N. Cell line: OVCAR-4. Synergy scores: CSS=-0.0620, Synergy_ZIP=0.195, Synergy_Bliss=-0.0280, Synergy_Loewe=-0.672, Synergy_HSA=-0.919. (4) Drug 1: CC1=C(C=C(C=C1)NC(=O)C2=CC=C(C=C2)CN3CCN(CC3)C)NC4=NC=CC(=N4)C5=CN=CC=C5. Drug 2: C1CN(CCN1C(=O)CCBr)C(=O)CCBr. Cell line: IGROV1. Synergy scores: CSS=23.7, Synergy_ZIP=-7.14, Synergy_Bliss=0.664, Synergy_Loewe=4.04, Synergy_HSA=4.26. (5) Drug 1: COC1=NC(=NC2=C1N=CN2C3C(C(C(O3)CO)O)O)N. Drug 2: CC1CCC2CC(C(=CC=CC=CC(CC(C(=O)C(C(C(=CC(C(=O)CC(OC(=O)C3CCCCN3C(=O)C(=O)C1(O2)O)C(C)CC4CCC(C(C4)OC)OCCO)C)C)O)OC)C)C)C)OC. Cell line: NCI-H322M. Synergy scores: CSS=4.09, Synergy_ZIP=-2.15, Synergy_Bliss=-1.86, Synergy_Loewe=-0.592, Synergy_HSA=-1.85. (6) Drug 1: C1=CN(C(=O)N=C1N)C2C(C(C(O2)CO)O)O.Cl. Drug 2: C1CN(CCN1C(=O)CCBr)C(=O)CCBr. Cell line: T-47D. Synergy scores: CSS=12.4, Synergy_ZIP=-1.44, Synergy_Bliss=2.74, Synergy_Loewe=0.0865, Synergy_HSA=0.0597.